Dataset: Full USPTO retrosynthesis dataset with 1.9M reactions from patents (1976-2016). Task: Predict the reactants needed to synthesize the given product. (1) The reactants are: [OH:1][CH2:2][C:3]1([C:13]([O:15][CH2:16][C:17]2[CH:22]=[CH:21][CH:20]=[CH:19][CH:18]=2)=[O:14])[CH2:12][CH2:11][C:6]2([O:10][CH2:9][CH2:8][O:7]2)[CH2:5][CH2:4]1.N1C=CC=CC=1.[O:29](S(C(F)(F)F)(=O)=O)[S:30]([C:33]([F:36])([F:35])[F:34])(=O)=[O:31]. Given the product [F:34][C:33]([F:36])([F:35])[S:30]([O:1][CH2:2][C:3]1([C:13]([O:15][CH2:16][C:17]2[CH:18]=[CH:19][CH:20]=[CH:21][CH:22]=2)=[O:14])[CH2:12][CH2:11][C:6]2([O:10][CH2:9][CH2:8][O:7]2)[CH2:5][CH2:4]1)(=[O:31])=[O:29], predict the reactants needed to synthesize it. (2) Given the product [Cl:1][C:2]1[CH:3]=[C:4]([N:18]2[C:23](=[O:24])[NH:22][C:21](=[O:25])[CH:20]=[N:19]2)[CH:5]=[C:6]([CH3:17])[C:7]=1[O:8][C:9]1[CH:14]=[CH:13][C:12]([O:15][CH3:16])=[C:11]([S:32]([C:26]2[CH:31]=[CH:30][CH:29]=[CH:28][CH:27]=2)(=[O:34])=[O:33])[CH:10]=1, predict the reactants needed to synthesize it. The reactants are: [Cl:1][C:2]1[CH:3]=[C:4]([N:18]2[C:23](=[O:24])[NH:22][C:21](=[O:25])[CH:20]=[N:19]2)[CH:5]=[C:6]([CH3:17])[C:7]=1[O:8][C:9]1[CH:14]=[CH:13][C:12]([O:15][CH3:16])=[CH:11][CH:10]=1.[C:26]1([S:32](O)(=[O:34])=[O:33])[CH:31]=[CH:30][CH:29]=[CH:28][CH:27]=1. (3) Given the product [ClH:1].[Cl:1][C:2]1[C:38]([C:39]([F:40])([F:41])[F:42])=[CH:37][CH:36]=[CH:35][C:3]=1[CH2:4][N:5]([CH2:21][CH:22]([C:23]1[CH:28]=[CH:27][CH:26]=[CH:25][CH:24]=1)[C:29]1[CH:30]=[CH:31][CH:32]=[CH:33][CH:34]=1)[CH2:6][CH2:7][CH2:8][O:9][C:10]1[CH:15]=[CH:14][CH:13]=[C:12]([CH2:16][CH2:17][NH:19][CH3:20])[CH:11]=1, predict the reactants needed to synthesize it. The reactants are: [Cl:1][C:2]1[C:38]([C:39]([F:42])([F:41])[F:40])=[CH:37][CH:36]=[CH:35][C:3]=1[CH2:4][N:5]([CH2:21][CH:22]([C:29]1[CH:34]=[CH:33][CH:32]=[CH:31][CH:30]=1)[C:23]1[CH:28]=[CH:27][CH:26]=[CH:25][CH:24]=1)[CH2:6][CH2:7][CH2:8][O:9][C:10]1[CH:11]=[C:12]([CH2:16][C:17]([NH:19][CH3:20])=O)[CH:13]=[CH:14][CH:15]=1.Cl. (4) Given the product [Cl:1][C:2]1[CH:7]=[CH:6][C:5]([CH:8]([CH3:18])[CH2:9][C:10]([C:13]([F:14])([F:15])[F:16])([OH:17])[CH:11]=[N:22][C:23]2[CH:32]=[C:31]([F:33])[CH:30]=[C:29]3[C:24]=2[CH:25]=[N:26][C:27]([CH3:34])=[N:28]3)=[C:4]([O:19][CH3:20])[C:3]=1[F:21], predict the reactants needed to synthesize it. The reactants are: [Cl:1][C:2]1[CH:7]=[CH:6][C:5]([CH:8]([CH3:18])[CH2:9][C:10]([OH:17])([C:13]([F:16])([F:15])[F:14])[CH:11]=O)=[C:4]([O:19][CH3:20])[C:3]=1[F:21].[NH2:22][C:23]1[CH:32]=[C:31]([F:33])[CH:30]=[C:29]2[C:24]=1[CH:25]=[N:26][C:27]([CH3:34])=[N:28]2. (5) Given the product [OH:60][C:53]12[CH2:58][CH:57]3[CH2:56][CH:55]([CH2:59][CH:51]([CH:50]3[NH:49][C:34]([C:33]3[C:28]([CH:25]([CH3:26])[CH3:27])=[N:29][C:30]([S:37][CH3:38])=[N:31][CH:32]=3)=[O:36])[CH2:52]1)[CH2:54]2, predict the reactants needed to synthesize it. The reactants are: CN(C(ON1N=NC2C=CC=NC1=2)=[N+](C)C)C.F[P-](F)(F)(F)(F)F.[CH:25]([C:28]1[C:33]([C:34]([OH:36])=O)=[CH:32][N:31]=[C:30]([S:37][CH3:38])[N:29]=1)([CH3:27])[CH3:26].CCN(C(C)C)C(C)C.Cl.[NH2:49][CH:50]1[CH:57]2[CH2:58][C:53]3([OH:60])[CH2:54][CH:55]([CH2:59][CH:51]1[CH2:52]3)[CH2:56]2. (6) Given the product [ClH:22].[Cl-:22].[NH2:9][C@H:10]([C:18]([O:20][CH3:21])=[O:19])[CH2:11][CH2:12][CH2:13][N+:14]([CH3:16])([CH3:15])[CH3:17], predict the reactants needed to synthesize it. The reactants are: [I-].C(OC([NH:9][C@H:10]([C:18]([O:20][CH3:21])=[O:19])[CH2:11][CH2:12][CH2:13][N+:14]([CH3:17])([CH3:16])[CH3:15])=O)(C)(C)C.[ClH:22].